Predict the reactants needed to synthesize the given product. From a dataset of Full USPTO retrosynthesis dataset with 1.9M reactions from patents (1976-2016). (1) Given the product [C:39]1([C:62]2[CH:63]=[CH:64][CH:65]=[CH:66][CH:67]=2)[CH:44]=[CH:43][C:42]([N:47]=[C:6]([NH:32][C:31]#[N:30])[NH:7][C@@H:8]([CH2:9][C:10]2[CH:11]=[CH:12][CH:13]=[CH:14][CH:15]=2)[C:16]([NH:17][CH2:18][CH2:19][CH2:20][N:21]2[CH2:22][CH2:23][CH2:24][CH2:25]2)=[O:26])=[CH:41][CH:40]=1, predict the reactants needed to synthesize it. The reactants are: C(O[C:6](=O)[NH:7][C@H:8]([C:16](=[O:26])[NH:17][CH2:18][CH2:19][CH2:20][N:21]1[CH2:25][CH2:24][CH2:23][CH2:22]1)[CH2:9][C:10]1[CH:15]=[CH:14][CH:13]=[CH:12][CH:11]=1)(C)(C)C.CC[N:30]=[C:31]=[N:32]CCCN(C)C.[CH:39]1[CH:40]=[CH:41][C:42]2[N:47](O)N=N[C:43]=2[CH:44]=1.C(OC(N[C@@H](C[C:62]1[CH:67]=[CH:66][CH:65]=[CH:64][CH:63]=1)C(O)=O)=O)(C)(C)C.N1(CCCN)CCCC1.CN1CCOCC1. (2) The reactants are: [CH:1]1([NH:4][C:5](=[O:43])[NH:6][C:7]2[CH:41]=[CH:40][C:10]([O:11][C:12]3[CH:17]=[CH:16][N:15]=[C:14]4[CH:18]=[C:19]([C:21]5[CH:22]=[N:23][N:24]([CH2:26][CH2:27][N:28]([CH2:36][CH2:37][O:38][CH3:39])C(=O)OC(C)(C)C)[CH:25]=5)[S:20][C:13]=34)=[C:9]([F:42])[CH:8]=2)[CH2:3][CH2:2]1.C(O)(C(F)(F)F)=O. Given the product [CH:1]1([NH:4][C:5]([NH:6][C:7]2[CH:41]=[CH:40][C:10]([O:11][C:12]3[CH:17]=[CH:16][N:15]=[C:14]4[CH:18]=[C:19]([C:21]5[CH:22]=[N:23][N:24]([CH2:26][CH2:27][NH:28][CH2:36][CH2:37][O:38][CH3:39])[CH:25]=5)[S:20][C:13]=34)=[C:9]([F:42])[CH:8]=2)=[O:43])[CH2:3][CH2:2]1, predict the reactants needed to synthesize it. (3) Given the product [Cl:8][C:6]1[CH:5]=[C:4]([B:9]2[O:10][CH2:17][CH2:16][NH:12][CH2:13][CH2:14][O:11]2)[CH:3]=[C:2]([Cl:1])[CH:7]=1, predict the reactants needed to synthesize it. The reactants are: [Cl:1][C:2]1[CH:3]=[C:4]([B:9]([OH:11])[OH:10])[CH:5]=[C:6]([Cl:8])[CH:7]=1.[NH:12]([CH2:16][CH2:17]O)[CH2:13][CH2:14]O. (4) Given the product [OH:15][CH2:14][CH2:13][C:11]1[N:12]=[C:8]([C:5]2[CH:6]=[CH:7][C:2]([C:24]3[CH:23]=[CH:22][CH:21]=[C:20]([C:17](=[O:19])[CH3:18])[CH:25]=3)=[CH:3][CH:4]=2)[O:9][C:10]=1[CH3:16], predict the reactants needed to synthesize it. The reactants are: Br[C:2]1[CH:7]=[CH:6][C:5]([C:8]2[O:9][C:10]([CH3:16])=[C:11]([CH2:13][CH2:14][OH:15])[N:12]=2)=[CH:4][CH:3]=1.[C:17]([C:20]1[CH:21]=[C:22](B(O)O)[CH:23]=[CH:24][CH:25]=1)(=[O:19])[CH3:18].C([O-])([O-])=O.[Na+].[Na+]. (5) The reactants are: [C:1]([C:3]1([C:16](=[O:28])[NH:17][C:18]2[CH:23]=[C:22]([C:24]([F:27])([F:26])[F:25])[CH:21]=[CH:20][N:19]=2)[CH2:8][CH2:7][N:6]([C:9]([O:11][C:12]([CH3:15])([CH3:14])[CH3:13])=[O:10])[CH2:5][CH2:4]1)#[N:2]. Given the product [NH2:2][CH2:1][C:3]1([C:16](=[O:28])[NH:17][C:18]2[CH:23]=[C:22]([C:24]([F:27])([F:25])[F:26])[CH:21]=[CH:20][N:19]=2)[CH2:4][CH2:5][N:6]([C:9]([O:11][C:12]([CH3:15])([CH3:14])[CH3:13])=[O:10])[CH2:7][CH2:8]1, predict the reactants needed to synthesize it. (6) Given the product [Cl:1][C:2]1[C:3]2[N:4]([C:8]([C:14]3[CH:15]=[CH:16][C:17]([O:18][C:19]4[CH:24]=[CH:23][CH:22]=[C:21]([S:25]([CH2:28][CH3:29])(=[O:27])=[O:26])[CH:20]=4)=[CH:30][CH:31]=3)=[C:9]([CH2:11][CH3:12])[N:10]=2)[CH:5]=[CH:6][CH:7]=1, predict the reactants needed to synthesize it. The reactants are: [Cl:1][C:2]1[C:3]2[N:4]([CH:8]=[C:9]([CH2:11][CH3:12])[N:10]=2)[CH:5]=[CH:6][CH:7]=1.Br[C:14]1[CH:31]=[CH:30][C:17]([O:18][C:19]2[CH:24]=[CH:23][CH:22]=[C:21]([S:25]([CH2:28][CH3:29])(=[O:27])=[O:26])[CH:20]=2)=[CH:16][CH:15]=1.